This data is from NCI-60 drug combinations with 297,098 pairs across 59 cell lines. The task is: Regression. Given two drug SMILES strings and cell line genomic features, predict the synergy score measuring deviation from expected non-interaction effect. (1) Drug 1: COC1=C(C=C2C(=C1)N=CN=C2NC3=CC(=C(C=C3)F)Cl)OCCCN4CCOCC4. Drug 2: CC1=C(C(=CC=C1)Cl)NC(=O)C2=CN=C(S2)NC3=CC(=NC(=N3)C)N4CCN(CC4)CCO. Cell line: HT29. Synergy scores: CSS=48.6, Synergy_ZIP=4.13, Synergy_Bliss=7.98, Synergy_Loewe=6.04, Synergy_HSA=11.9. (2) Drug 1: CC1C(C(=O)NC(C(=O)N2CCCC2C(=O)N(CC(=O)N(C(C(=O)O1)C(C)C)C)C)C(C)C)NC(=O)C3=C4C(=C(C=C3)C)OC5=C(C(=O)C(=C(C5=N4)C(=O)NC6C(OC(=O)C(N(C(=O)CN(C(=O)C7CCCN7C(=O)C(NC6=O)C(C)C)C)C)C(C)C)C)N)C. Drug 2: COC1=NC(=NC2=C1N=CN2C3C(C(C(O3)CO)O)O)N. Cell line: MDA-MB-435. Synergy scores: CSS=5.15, Synergy_ZIP=-1.74, Synergy_Bliss=-1.70, Synergy_Loewe=2.06, Synergy_HSA=-0.926. (3) Drug 1: CC1=CC2C(CCC3(C2CCC3(C(=O)C)OC(=O)C)C)C4(C1=CC(=O)CC4)C. Drug 2: CS(=O)(=O)OCCCCOS(=O)(=O)C. Cell line: MOLT-4. Synergy scores: CSS=48.8, Synergy_ZIP=-0.526, Synergy_Bliss=-0.492, Synergy_Loewe=-20.4, Synergy_HSA=0.352. (4) Drug 1: CNC(=O)C1=CC=CC=C1SC2=CC3=C(C=C2)C(=NN3)C=CC4=CC=CC=N4. Drug 2: CC1=C(C=C(C=C1)NC2=NC=CC(=N2)N(C)C3=CC4=NN(C(=C4C=C3)C)C)S(=O)(=O)N.Cl. Cell line: DU-145. Synergy scores: CSS=3.79, Synergy_ZIP=3.80, Synergy_Bliss=8.07, Synergy_Loewe=5.82, Synergy_HSA=5.37. (5) Drug 1: CCC1=CC2CC(C3=C(CN(C2)C1)C4=CC=CC=C4N3)(C5=C(C=C6C(=C5)C78CCN9C7C(C=CC9)(C(C(C8N6C)(C(=O)OC)O)OC(=O)C)CC)OC)C(=O)OC.C(C(C(=O)O)O)(C(=O)O)O. Drug 2: C1=CN(C(=O)N=C1N)C2C(C(C(O2)CO)O)O.Cl. Cell line: CCRF-CEM. Synergy scores: CSS=62.9, Synergy_ZIP=-1.59, Synergy_Bliss=-2.43, Synergy_Loewe=-2.69, Synergy_HSA=-0.436. (6) Drug 1: C1CCC(CC1)NC(=O)N(CCCl)N=O. Drug 2: CN(C)C1=NC(=NC(=N1)N(C)C)N(C)C. Cell line: SR. Synergy scores: CSS=67.5, Synergy_ZIP=4.93, Synergy_Bliss=6.30, Synergy_Loewe=1.35, Synergy_HSA=8.50. (7) Drug 1: C1CCC(C1)C(CC#N)N2C=C(C=N2)C3=C4C=CNC4=NC=N3. Drug 2: C1=CC=C(C(=C1)C(C2=CC=C(C=C2)Cl)C(Cl)Cl)Cl. Cell line: CCRF-CEM. Synergy scores: CSS=-3.33, Synergy_ZIP=-0.0401, Synergy_Bliss=-1.44, Synergy_Loewe=-2.95, Synergy_HSA=-3.17.